This data is from Peptide-MHC class I binding affinity with 185,985 pairs from IEDB/IMGT. The task is: Regression. Given a peptide amino acid sequence and an MHC pseudo amino acid sequence, predict their binding affinity value. This is MHC class I binding data. (1) The peptide sequence is KLDDTGKKEL. The MHC is HLA-A02:03 with pseudo-sequence HLA-A02:03. The binding affinity (normalized) is 0.544. (2) The peptide sequence is HISCLTFGR. The MHC is HLA-A02:06 with pseudo-sequence HLA-A02:06. The binding affinity (normalized) is 0. (3) The peptide sequence is SPKIDRGWV. The MHC is HLA-B15:01 with pseudo-sequence HLA-B15:01. The binding affinity (normalized) is 0.0847. (4) The peptide sequence is TPKPAVRFAI. The MHC is HLA-B54:01 with pseudo-sequence HLA-B54:01. The binding affinity (normalized) is 0.306. (5) The MHC is Mamu-B52 with pseudo-sequence Mamu-B52. The peptide sequence is VGNVYKKF. The binding affinity (normalized) is 0.680.